This data is from Catalyst prediction with 721,799 reactions and 888 catalyst types from USPTO. The task is: Predict which catalyst facilitates the given reaction. (1) Reactant: [Cl:1][C:2]1[C:7]([C:8]2[N:12]([CH3:13])[N:11]=[CH:10][N:9]=2)=[C:6](Cl)[N:5]=[CH:4][N:3]=1.[NH3:15]. Product: [Cl:1][C:2]1[N:3]=[CH:4][N:5]=[C:6]([NH2:15])[C:7]=1[C:8]1[N:12]([CH3:13])[N:11]=[CH:10][N:9]=1. The catalyst class is: 5. (2) Reactant: [C:1](=O)([O-])[O-:2].[Na+].[Na+].[NH2:7][CH2:8][CH2:9][O:10][CH2:11][CH2:12][O:13][CH2:14][C:15]([OH:17])=[O:16].[OH:18][C:19]1([CH2:28][OH:29])[CH:24]([OH:25])[CH:23]([OH:26])[CH2:22][O:21]C1=O. Product: [OH:29][CH:28]([CH:19]([OH:18])[CH:24]([OH:25])[CH:23]([OH:26])[CH2:22][OH:21])[C:1]([NH:7][CH2:8][CH2:9][O:10][CH2:11][CH2:12][O:13][CH2:14][C:15]([OH:17])=[O:16])=[O:2]. The catalyst class is: 5. (3) Reactant: Cl.[NH:2]1[C:10]2[C:5](=[CH:6][CH:7]=[CH:8][CH:9]=2)[CH:4]=[C:3]1[CH2:11][NH2:12].C1N=CN([C:18](N2C=NC=C2)=[O:19])C=1.[O:25]1[CH2:30][CH2:29][CH:28]([NH:31][C:32]2[N:33]=[CH:34][C:35]3[CH2:41][CH2:40][NH:39][CH2:38][C:36]=3[N:37]=2)[CH2:27][CH2:26]1. Product: [NH:2]1[C:10]2[C:5](=[CH:6][CH:7]=[CH:8][CH:9]=2)[CH:4]=[C:3]1[CH2:11][NH:12][C:18]([N:39]1[CH2:40][CH2:41][C:35]2[CH:34]=[N:33][C:32]([NH:31][CH:28]3[CH2:27][CH2:26][O:25][CH2:30][CH2:29]3)=[N:37][C:36]=2[CH2:38]1)=[O:19]. The catalyst class is: 2. (4) Reactant: Cl.[CH:2]([NH:5][C:6]([C:8]1[C:16]2[C:11](=[N:12][CH:13]=[C:14]([O:17][C:18]3[CH:19]=[C:20]4[C:24](=[CH:25][CH:26]=3)[CH2:23][CH2:22][C@H:21]4[NH2:27])[N:15]=2)[N:10]([CH2:28][O:29][CH2:30][CH2:31][Si:32]([CH3:35])([CH3:34])[CH3:33])[CH:9]=1)=[O:7])([CH3:4])[CH3:3].C(N(C(C)C)CC)(C)C.[CH3:45][S:46](Cl)(=[O:48])=[O:47]. Product: [CH:2]([NH:5][C:6]([C:8]1[C:16]2[C:11](=[N:12][CH:13]=[C:14]([O:17][C:18]3[CH:19]=[C:20]4[C:24](=[CH:25][CH:26]=3)[CH2:23][CH2:22][C@H:21]4[NH:27][S:46]([CH3:45])(=[O:48])=[O:47])[N:15]=2)[N:10]([CH2:28][O:29][CH2:30][CH2:31][Si:32]([CH3:33])([CH3:35])[CH3:34])[CH:9]=1)=[O:7])([CH3:4])[CH3:3]. The catalyst class is: 4. (5) Reactant: [N:1]1([C:7]([C:9]2[C:24]([C:25]([F:28])([F:27])[F:26])=[CH:23][C:12]([C:13](OCC3C=CC=CC=3)=[O:14])=[C:11]([O:29][CH2:30][C:31]3[CH:36]=[CH:35][CH:34]=[CH:33][CH:32]=3)[CH:10]=2)=[O:8])[CH2:6][CH2:5][O:4][CH2:3][CH2:2]1.[OH-].[Li+].Cl.C(N(C(C)C)CC)(C)C.[NH2:49][C:50]1[CH:51]=[N:52][CH:53]=[CH:54][CH:55]=1.ON1C2N=CC=CC=2N=N1.C(Cl)CCl. Product: [N:1]1([C:7]([C:9]2[C:24]([C:25]([F:27])([F:26])[F:28])=[CH:23][C:12]([C:13]([NH:49][C:50]3[CH:51]=[N:52][CH:53]=[CH:54][CH:55]=3)=[O:14])=[C:11]([O:29][CH2:30][C:31]3[CH:36]=[CH:35][CH:34]=[CH:33][CH:32]=3)[CH:10]=2)=[O:8])[CH2:2][CH2:3][O:4][CH2:5][CH2:6]1. The catalyst class is: 253. (6) Reactant: [O:1]1[C:5]2[CH:6]=[CH:7][C:8]([O:10][C:11]3[N:28]=[CH:27][C:26]([F:29])=[CH:25][C:12]=3[C:13]([NH:15][CH2:16][C:17]3[CH:22]=[CH:21][C:20]([OH:23])=[CH:19][C:18]=3[F:24])=[O:14])=[CH:9][C:4]=2[O:3][CH2:2]1.C(=O)([O-])[O-].[K+].[K+].Cl.Cl[CH2:38][C:39]1[CH:44]=[CH:43][CH:42]=[CH:41][N:40]=1.C(N(CC)CC)C. Product: [O:1]1[C:5]2[CH:6]=[CH:7][C:8]([O:10][C:11]3[N:28]=[CH:27][C:26]([F:29])=[CH:25][C:12]=3[C:13]([NH:15][CH2:16][C:17]3[CH:22]=[CH:21][C:20]([O:23][CH2:38][C:39]4[CH:44]=[CH:43][CH:42]=[CH:41][N:40]=4)=[CH:19][C:18]=3[F:24])=[O:14])=[CH:9][C:4]=2[O:3][CH2:2]1. The catalyst class is: 3.